Task: Predict the reactants needed to synthesize the given product.. Dataset: Full USPTO retrosynthesis dataset with 1.9M reactions from patents (1976-2016) (1) Given the product [CH3:1][CH:2]([C:11]1([CH2:26][C:27]([OH:29])=[O:28])[CH:16]=[CH:15][C:14]([C:17]2[CH:18]=[CH:19][CH:20]=[CH:21][CH:22]=2)=[CH:13][CH:12]1[N+:23]([O-:25])=[O:24])[CH2:3][NH:4][S:5]([CH:8]([CH3:9])[CH3:10])(=[O:7])=[O:6].[CH3:1][CH:2]([C:20]1[CH:19]=[CH:18][C:17]([C:14]2[CH:13]=[C:12]3[C:11]([CH2:26][C:27](=[O:29])[NH:23]3)=[CH:16][CH:15]=2)=[CH:22][CH:21]=1)[CH2:3][NH:4][S:5]([CH:8]([CH3:10])[CH3:9])(=[O:7])=[O:6], predict the reactants needed to synthesize it. The reactants are: [CH3:1][CH:2]([C:11]1([CH2:26][C:27]([OH:29])=[O:28])[CH:16]=[CH:15][C:14]([C:17]2[CH:22]=[CH:21][CH:20]=[CH:19][CH:18]=2)=[CH:13][CH:12]1[N+:23]([O-:25])=[O:24])[CH2:3][NH:4][S:5]([CH:8]([CH3:10])[CH3:9])(=[O:7])=[O:6]. (2) Given the product [CH:17]1([C:5]2[CH:6]=[C:7]([C:10]([F:13])([F:12])[F:11])[CH:8]=[CH:9][C:4]=2[C:3]([OH:2])=[O:15])[CH2:20][CH2:19][CH2:18]1, predict the reactants needed to synthesize it. The reactants are: C[O:2][C:3](=[O:15])[C:4]1[CH:9]=[CH:8][C:7]([C:10]([F:13])([F:12])[F:11])=[CH:6][C:5]=1I.[Br-].[CH:17]1([Zn+])[CH2:20][CH2:19][CH2:18]1.[OH-].[Na+].